Dataset: Full USPTO retrosynthesis dataset with 1.9M reactions from patents (1976-2016). Task: Predict the reactants needed to synthesize the given product. (1) Given the product [Cl:1][C:2]1[CH:3]=[C:4]([CH2:8][CH2:9][NH:10][C:11]([C:13]2[N:14]=[C:15]([CH2:18][NH2:19])[O:16][CH:17]=2)=[O:12])[CH:5]=[CH:6][CH:7]=1, predict the reactants needed to synthesize it. The reactants are: [Cl:1][C:2]1[CH:3]=[C:4]([CH2:8][CH2:9][NH:10][C:11]([C:13]2[N:14]=[C:15]([CH2:18][N:19]3C(=O)C4C(=CC=CC=4)C3=O)[O:16][CH:17]=2)=[O:12])[CH:5]=[CH:6][CH:7]=1.O.NN. (2) Given the product [CH3:9][O:10][C:11](=[O:32])[CH2:12][O:13][C:14]1[CH:19]=[CH:18][C:17]([O:20][CH2:21][C:22]#[C:23][C:24]2[CH:29]=[C:28]([C:8]#[C:7][C:1]3[CH:6]=[CH:5][CH:4]=[CH:3][CH:2]=3)[CH:27]=[C:26]([C:8]#[C:7][C:1]3[CH:6]=[CH:5][CH:4]=[CH:3][CH:2]=3)[CH:25]=2)=[CH:16][CH:15]=1, predict the reactants needed to synthesize it. The reactants are: [C:1]1([C:7]#[CH:8])[CH:6]=[CH:5][CH:4]=[CH:3][CH:2]=1.[CH3:9][O:10][C:11](=[O:32])[CH2:12][O:13][C:14]1[CH:19]=[CH:18][C:17]([O:20][CH2:21][C:22]#[C:23][C:24]2[CH:29]=[C:28](Br)[CH:27]=[C:26](Br)[CH:25]=2)=[CH:16][CH:15]=1. (3) The reactants are: C1(C)C=CC(S(Cl)(=O)=O)=CC=1.[NH2:12][C:13]1[CH:20]=[CH:19][C:18]([Br:21])=[CH:17][C:14]=1[C:15]#[N:16].[CH3:22][N:23]([CH:25]=O)[CH3:24]. Given the product [Br:21][C:18]1[CH:19]=[CH:20][C:13](/[N:12]=[CH:22]/[N:23]([CH3:25])[CH3:24])=[C:14]([C:15]#[N:16])[CH:17]=1, predict the reactants needed to synthesize it. (4) Given the product [Br-:4].[F:21][C:19]1[CH:20]=[C:15]([CH:16]=[C:17]([F:23])[C:18]=1[F:22])[CH2:14][Zn+:1], predict the reactants needed to synthesize it. The reactants are: [Zn:1].[Cl-].[Li+].[Br:4]CCBr.Cl[Si](C)(C)C.Br[CH2:14][C:15]1[CH:16]=[C:17]([F:23])[C:18]([F:22])=[C:19]([F:21])[CH:20]=1. (5) Given the product [NH2:19][CH2:18][C:17]([C:15]1[CH:14]=[CH:13][N:12]2[C:8]([C:6]3[CH:5]=[CH:4][N:3]=[C:2]([NH2:1])[N:7]=3)=[C:9]([C:22]3[CH:23]=[CH:24][C:25]([F:28])=[CH:26][CH:27]=3)[N:10]=[C:11]2[CH:16]=1)([CH3:20])[CH3:21], predict the reactants needed to synthesize it. The reactants are: [NH2:1][C:2]1[N:7]=[C:6]([C:8]2[N:12]3[CH:13]=[CH:14][C:15]([C:17]([CH3:21])([CH3:20])[C:18]#[N:19])=[CH:16][C:11]3=[N:10][C:9]=2[C:22]2[CH:27]=[CH:26][C:25]([F:28])=[CH:24][CH:23]=2)[CH:5]=[CH:4][N:3]=1.[H-].[Al+3].[Li+].[H-].[H-].[H-]. (6) Given the product [Br:1][C:2]1[CH:3]=[C:4]([C:9]([NH:14][C:25](=[O:26])[CH2:24][Cl:23])([CH2:12][OH:13])[CH2:10][OH:11])[C:5]([Cl:8])=[N:6][CH:7]=1, predict the reactants needed to synthesize it. The reactants are: [Br:1][C:2]1[CH:3]=[C:4]([C:9]([N+:14]([O-])=O)([CH2:12][OH:13])[CH2:10][OH:11])[C:5]([Cl:8])=[N:6][CH:7]=1.N1C=CC=CC=1.[Cl:23][CH2:24][C:25](Cl)=[O:26].Cl.C([O-])([O-])=O.[K+].[K+]. (7) Given the product [OH:27][CH2:26][CH2:28][NH:29][C:21]([C:19]1[CH:18]=[CH:17][C:14]2[N:15]([CH3:16])[C:11]([NH:10][C:8]3[S:9][C:5]4[CH:4]=[C:3]([F:25])[C:2]([F:1])=[CH:24][C:6]=4[N:7]=3)=[N:12][C:13]=2[CH:20]=1)=[O:23], predict the reactants needed to synthesize it. The reactants are: [F:1][C:2]1[C:3]([F:25])=[CH:4][C:5]2[S:9][C:8]([NH:10][C:11]3[N:15]([CH3:16])[C:14]4[CH:17]=[CH:18][C:19]([C:21]([OH:23])=O)=[CH:20][C:13]=4[N:12]=3)=[N:7][C:6]=2[CH:24]=1.[CH2:26]([CH2:28][NH2:29])[OH:27].CN(C(ON1N=NC2C=CC=CC1=2)=[N+](C)C)C.F[P-](F)(F)(F)(F)F.CCN(C(C)C)C(C)C. (8) Given the product [C:17]([O:16][C:14]([N:8]1[CH2:9][C:10]([F:13])([F:12])[CH2:11][C@@H:7]1[CH2:6][CH2:5][C:4]([O:3][CH2:1][CH3:2])=[O:21])=[O:15])([CH3:20])([CH3:19])[CH3:18], predict the reactants needed to synthesize it. The reactants are: [CH2:1]([O:3][C:4](=[O:21])[CH:5]=[CH:6][C@H:7]1[CH2:11][C:10]([F:13])([F:12])[CH2:9][N:8]1[C:14]([O:16][C:17]([CH3:20])([CH3:19])[CH3:18])=[O:15])[CH3:2]. (9) Given the product [Cl:1][C:2]1[CH:3]=[C:4]([N:9]2[CH2:18][CH2:17][C:12](=[N:20][OH:21])[CH2:11][CH2:10]2)[CH:5]=[CH:6][C:7]=1[Cl:8], predict the reactants needed to synthesize it. The reactants are: [Cl:1][C:2]1[CH:3]=[C:4]([N:9]2[CH2:18][CH2:17][C:12]3(OCCO3)[CH2:11][CH2:10]2)[CH:5]=[CH:6][C:7]=1[Cl:8].Cl.[NH2:20][OH:21].